Dataset: Catalyst prediction with 721,799 reactions and 888 catalyst types from USPTO. Task: Predict which catalyst facilitates the given reaction. (1) Reactant: [Cl:1][C:2]1[CH:24]=[CH:23][C:5]2[N:6]([C:14]3[C:15]([CH3:22])=[C:16]([CH:19]=[CH:20][CH:21]=3)[CH:17]=O)[C:7]([C@H:9]3[CH2:13][CH2:12][CH2:11][O:10]3)=[N:8][C:4]=2[CH:3]=1.[NH2:25][C:26]1[CH:39]=[CH:38][C:29]2[C@H:30]([CH2:33][C:34]([O:36][CH3:37])=[O:35])[CH2:31][O:32][C:28]=2[CH:27]=1.C(O[BH-](OC(=O)C)OC(=O)C)(=O)C.[Na+].[OH-].[Na+]. Product: [Cl:1][C:2]1[CH:24]=[CH:23][C:5]2[N:6]([C:14]3[C:15]([CH3:22])=[C:16]([CH:19]=[CH:20][CH:21]=3)[CH2:17][NH:25][C:26]3[CH:39]=[CH:38][C:29]4[C@H:30]([CH2:33][C:34]([O:36][CH3:37])=[O:35])[CH2:31][O:32][C:28]=4[CH:27]=3)[C:7]([C@H:9]3[CH2:13][CH2:12][CH2:11][O:10]3)=[N:8][C:4]=2[CH:3]=1. The catalyst class is: 477. (2) Reactant: [CH2:1]([O:3][P:4]([C:9]([C:12]1[CH:17]=[CH:16][C:15]([N+:18]([O-])=O)=[CH:14][CH:13]=1)([F:11])[F:10])(=[O:8])[O:5][CH2:6][CH3:7])[CH3:2]. Product: [CH2:1]([O:3][P:4]([C:9]([C:12]1[CH:13]=[CH:14][C:15]([NH2:18])=[CH:16][CH:17]=1)([F:11])[F:10])(=[O:8])[O:5][CH2:6][CH3:7])[CH3:2]. The catalyst class is: 19. (3) Reactant: [Cl:1][C:2]1[C:14]([Cl:15])=[CH:13][CH:12]=[C:11]2[C:3]=1[C:4]1[CH2:5][CH2:6][CH2:7][C:8](=[O:26])[C:9]=1[N:10]2[S:16]([C:19]1[CH:25]=[CH:24][C:22]([CH3:23])=[CH:21][CH:20]=1)(=[O:18])=[O:17].[Li+].[CH3:28][Si]([N-][Si](C)(C)C)(C)C.CI. The catalyst class is: 1. Product: [Cl:1][C:2]1[C:14]([Cl:15])=[CH:13][CH:12]=[C:11]2[C:3]=1[C:4]1[CH2:5][CH2:6][CH:7]([CH3:28])[C:8](=[O:26])[C:9]=1[N:10]2[S:16]([C:19]1[CH:20]=[CH:21][C:22]([CH3:23])=[CH:24][CH:25]=1)(=[O:18])=[O:17].